From a dataset of NCI-60 drug combinations with 297,098 pairs across 59 cell lines. Regression. Given two drug SMILES strings and cell line genomic features, predict the synergy score measuring deviation from expected non-interaction effect. (1) Drug 1: C1=NC2=C(N1)C(=S)N=C(N2)N. Drug 2: B(C(CC(C)C)NC(=O)C(CC1=CC=CC=C1)NC(=O)C2=NC=CN=C2)(O)O. Cell line: UO-31. Synergy scores: CSS=19.8, Synergy_ZIP=-6.64, Synergy_Bliss=-5.27, Synergy_Loewe=-3.93, Synergy_HSA=-3.86. (2) Drug 1: CC1=C(C=C(C=C1)C(=O)NC2=CC(=CC(=C2)C(F)(F)F)N3C=C(N=C3)C)NC4=NC=CC(=N4)C5=CN=CC=C5. Drug 2: CC1C(C(CC(O1)OC2CC(CC3=C2C(=C4C(=C3O)C(=O)C5=CC=CC=C5C4=O)O)(C(=O)C)O)N)O. Cell line: MALME-3M. Synergy scores: CSS=54.1, Synergy_ZIP=9.41, Synergy_Bliss=12.7, Synergy_Loewe=-22.9, Synergy_HSA=11.2. (3) Drug 1: C1=CC(=CC=C1CC(C(=O)O)N)N(CCCl)CCCl.Cl. Synergy scores: CSS=22.9, Synergy_ZIP=-3.35, Synergy_Bliss=-1.82, Synergy_Loewe=-11.9, Synergy_HSA=-3.10. Drug 2: C1CCC(C(C1)N)N.C(=O)(C(=O)[O-])[O-].[Pt+4]. Cell line: HCC-2998.